Dataset: Forward reaction prediction with 1.9M reactions from USPTO patents (1976-2016). Task: Predict the product of the given reaction. (1) Given the reactants [S:1]1[C:7]2[CH:8]=[CH:9][CH:10]=[CH:11][C:6]=2[CH2:5][N:4]([C:12](=[O:14])[CH3:13])[CH2:3][CH2:2]1.ClC1C=C(C=CC=1)C(OO)=[O:20], predict the reaction product. The product is: [O:20]=[S:1]1[C:7]2[CH:8]=[CH:9][CH:10]=[CH:11][C:6]=2[CH2:5][N:4]([C:12](=[O:14])[CH3:13])[CH2:3][CH2:2]1. (2) Given the reactants [Cl:1][C:2]1[C:7]([CH2:8][NH:9][C:10]2[CH:23]=[CH:22][C:13]3[C@H:14]([CH2:17][C:18]([O:20]C)=[O:19])[CH2:15][O:16][C:12]=3[CH:11]=2)=[CH:6][CH:5]=[CH:4][C:3]=1[C:24]1[C:29]([CH3:30])=[CH:28][CH:27]=[CH:26][C:25]=1[CH3:31].[OH-].[Na+].Cl, predict the reaction product. The product is: [Cl:1][C:2]1[C:7]([CH2:8][NH:9][C:10]2[CH:23]=[CH:22][C:13]3[C@H:14]([CH2:17][C:18]([OH:20])=[O:19])[CH2:15][O:16][C:12]=3[CH:11]=2)=[CH:6][CH:5]=[CH:4][C:3]=1[C:24]1[C:29]([CH3:30])=[CH:28][CH:27]=[CH:26][C:25]=1[CH3:31].